Dataset: Reaction yield outcomes from USPTO patents with 853,638 reactions. Task: Predict the reaction yield, written as a fraction of the theoretical maximum amount of product (1.0 means a 100% yield; for example, 0.34 means a 34% yield). (1) The reactants are Cl[C:2]1[C:7]([C:8]([O:10][CH2:11][CH3:12])=[O:9])=[CH:6][N:5]=[C:4]([Cl:13])[C:3]=1[CH3:14].[CH3:15][NH2:16].O. The catalyst is C(#N)C. The product is [Cl:13][C:4]1[C:3]([CH3:14])=[C:2]([NH:16][CH3:15])[C:7]([C:8]([O:10][CH2:11][CH3:12])=[O:9])=[CH:6][N:5]=1. The yield is 0.810. (2) The reactants are [CH:1]1N=C[N:3]([C:6]([N:8]2[CH:12]=[N:11]C=C2)=[O:7])[CH:2]=1.[CH3:13][C:14]1[N:15]=[C:16]2[CH:21]=[CH:20][C:19]([C:22]3[CH:27]=[CH:26][CH:25]=[CH:24][C:23]=3[C:28]([F:31])([F:30])[F:29])=[N:18][N:17]2[C:32]=1[C:33]([OH:35])=O.[CH3:36]OC1N=CN=C(N)C=1.O. The catalyst is O1CCOCC1.O1CCOCC1.CC(N(C)C)=O. The product is [CH3:36][O:7][C:6]1[N:8]=[C:12]([NH:11][C:33]([C:32]2[N:17]3[N:18]=[C:19]([C:22]4[CH:27]=[CH:26][CH:25]=[CH:24][C:23]=4[C:28]([F:30])([F:31])[F:29])[CH:20]=[CH:21][C:16]3=[N:15][C:14]=2[CH3:13])=[O:35])[CH:1]=[CH:2][N:3]=1. The yield is 0.530. (3) The reactants are CCN(C(C)C)C(C)C.[F:10][C:11]1[CH:19]=[CH:18][C:17]([C:20]([F:23])([F:22])[F:21])=[CH:16][C:12]=1[C:13]([OH:15])=O.C1C=CC2N(O)N=NC=2C=1.CCN=C=NCCCN(C)C.Cl.[O:46]=[C:47]([N:64]1[CH2:69][CH2:68][NH:67][CH2:66][CH2:65]1)[CH2:48][NH:49][C:50]([C:52]1[CH:57]=[CH:56][C:55]([C:58]2[CH:63]=[CH:62][CH:61]=[CH:60][CH:59]=2)=[CH:54][CH:53]=1)=[O:51]. The catalyst is CN(C=O)C.O. The product is [F:10][C:11]1[CH:19]=[CH:18][C:17]([C:20]([F:23])([F:22])[F:21])=[CH:16][C:12]=1[C:13]([N:67]1[CH2:66][CH2:65][N:64]([C:47](=[O:46])[CH2:48][NH:49][C:50]([C:52]2[CH:57]=[CH:56][C:55]([C:58]3[CH:63]=[CH:62][CH:61]=[CH:60][CH:59]=3)=[CH:54][CH:53]=2)=[O:51])[CH2:69][CH2:68]1)=[O:15]. The yield is 0.423. (4) The reactants are C1([C:7](=[N:14]CCCO)C2C=CC=CC=2)C=CC=CC=1.C1(P(C2C=CC=CC=2)C2C=CC=CC=2)C=CC=CC=1.N(C(OC(C)C)=O)=NC(OC(C)C)=O.[Cl:52][C:53]1[CH:54]=[C:55]([N:60]2[C:64](=[O:65])[O:63][N:62]=[C:61]2[C:66]2[C:67]([NH:71][C:72](=O)[C:73](F)(F)F)=[N:68][O:69][N:70]=2)[CH:56]=[CH:57][C:58]=1[F:59].[F:78][C:79]([F:84])([F:83])[C:80]([OH:82])=[O:81]. The catalyst is O1CCCC1. The yield is 0.150. The product is [F:78][C:79]([F:84])([F:83])[C:80]([OH:82])=[O:81].[NH2:14][CH2:7][CH2:73][CH2:72][NH:71][C:67]1[C:66]([C:61]2[N:60]([C:55]3[CH:56]=[CH:57][C:58]([F:59])=[C:53]([Cl:52])[CH:54]=3)[C:64](=[O:65])[O:63][N:62]=2)=[N:70][O:69][N:68]=1. (5) The reactants are [CH2:1]([O:8][C:9]1[C:18]2[C:17](=O)[O:16]C(C)(C)[O:14][C:13]=2[CH:12]=[C:11]([O:22][CH3:23])[CH:10]=1)[C:2]1[CH:7]=[CH:6][CH:5]=[CH:4][CH:3]=1.[H-].C([Al+]CC(C)C)C(C)C. The catalyst is ClCCl.C1(C)C=CC=CC=1. The product is [CH2:1]([O:8][C:9]1[CH:10]=[C:11]([O:22][CH3:23])[CH:12]=[C:13]([OH:14])[C:18]=1[CH:17]=[O:16])[C:2]1[CH:7]=[CH:6][CH:5]=[CH:4][CH:3]=1. The yield is 0.730. (6) The reactants are Br[CH:2]([CH2:4][CH2:5][CH3:6])[CH3:3].[CH3:7][O:8][C:9]1[CH:14]=[CH:13][C:12]([S:15]([NH:18][C:19]2[CH:24]=[CH:23][C:22]([O:25][CH3:26])=[CH:21][CH:20]=2)(=[O:17])=[O:16])=[CH:11][CH:10]=1. No catalyst specified. The product is [CH3:7][O:8][C:9]1[CH:10]=[CH:11][C:12]([S:15]([N:18]([C:19]2[CH:24]=[CH:23][C:22]([O:25][CH3:26])=[CH:21][CH:20]=2)[CH:2]([CH3:3])[CH2:4][CH2:5][CH3:6])(=[O:17])=[O:16])=[CH:13][CH:14]=1. The yield is 0.770. (7) The reactants are [N:1]([C@H:4]([C:6]1[CH:11]=[CH:10][CH:9]=[C:8]([N+:12]([O-:14])=[O:13])[CH:7]=1)[CH3:5])=[N+]=[N-].C1(P(C2C=CC=CC=2)C2C=CC=CC=2)C=CC=CC=1. The catalyst is C1(C)C=CC=CC=1.O.C(OCC)(=O)C. The product is [N+:12]([C:8]1[CH:7]=[C:6]([C@@H:4]([NH2:1])[CH3:5])[CH:11]=[CH:10][CH:9]=1)([O-:14])=[O:13]. The yield is 0.920.